Dataset: Reaction yield outcomes from USPTO patents with 853,638 reactions. Task: Predict the reaction yield, written as a fraction of the theoretical maximum amount of product (1.0 means a 100% yield; for example, 0.34 means a 34% yield). The reactants are [Cl:1][C:2]1[CH:3]=[C:4]([NH:9][C:10]2[C:19]3[C:14](=[C:15]([C:23]([F:26])([F:25])[F:24])[CH:16]=[C:17]([N+:20]([O-])=O)[CH:18]=3)[N:13]=[CH:12][C:11]=2[C:27]#[N:28])[CH:5]=[CH:6][C:7]=1[F:8].O.O.[Sn](Cl)(Cl)(Cl)Cl.[N+](C1C=CC2C(=CC=CC=2)N=1)([O-])=O.C([O-])(O)=O.[Na+]. The catalyst is CCO. The product is [NH2:20][C:17]1[CH:18]=[C:19]2[C:14](=[C:15]([C:23]([F:24])([F:25])[F:26])[CH:16]=1)[N:13]=[CH:12][C:11]([C:27]#[N:28])=[C:10]2[NH:9][C:4]1[CH:5]=[CH:6][C:7]([F:8])=[C:2]([Cl:1])[CH:3]=1. The yield is 0.980.